From a dataset of Full USPTO retrosynthesis dataset with 1.9M reactions from patents (1976-2016). Predict the reactants needed to synthesize the given product. (1) The reactants are: [NH2:1][C:2]1[CH:26]=[C:25]([N+:27]([O-:29])=[O:28])[CH:24]=[CH:23][C:3]=1[NH:4][CH:5]([C:11]1[CH:16]=[CH:15][C:14]([C:17]2[CH:22]=[CH:21][CH:20]=[CH:19][CH:18]=2)=[CH:13][CH:12]=1)[CH2:6][C:7]([O:9][CH3:10])=[O:8].[C:30](O)(=O)C.C(N)=N. Given the product [C:14]1([C:17]2[CH:22]=[CH:21][CH:20]=[CH:19][CH:18]=2)[CH:13]=[CH:12][C:11]([CH:5]([N:4]2[C:3]3[CH:23]=[CH:24][C:25]([N+:27]([O-:29])=[O:28])=[CH:26][C:2]=3[N:1]=[CH:30]2)[CH2:6][C:7]([O:9][CH3:10])=[O:8])=[CH:16][CH:15]=1, predict the reactants needed to synthesize it. (2) Given the product [ClH:24].[CH3:1][N:2]([CH:10]1[CH2:15][CH2:14][N:13]([CH3:16])[CH2:12][CH2:11]1)[C:3]1[N:4]=[C:5]([NH:9][C:22]([C:18]2[O:17][CH:21]=[CH:20][CH:19]=2)=[O:23])[CH:6]=[CH:7][CH:8]=1, predict the reactants needed to synthesize it. The reactants are: [CH3:1][N:2]([CH:10]1[CH2:15][CH2:14][N:13]([CH3:16])[CH2:12][CH2:11]1)[C:3]1[CH:8]=[CH:7][CH:6]=[C:5]([NH2:9])[N:4]=1.[O:17]1[CH:21]=[CH:20][CH:19]=[C:18]1[C:22]([Cl:24])=[O:23]. (3) Given the product [CH3:1][C@@:2]1([OH:21])[C@H:6]([OH:7])[C@@H:5]([CH2:8][OH:9])[O:4][C@H:3]1[N:10]1[C:14]2[N:15]=[CH:16][N:17]=[C:18]([NH:19][OH:20])[C:13]=2[C:12]([Cl:29])=[CH:11]1, predict the reactants needed to synthesize it. The reactants are: [CH3:1][C@@:2]1([OH:21])[C@H:6]([OH:7])[C@@H:5]([CH2:8][OH:9])[O:4][C@H:3]1[N:10]1[C:14]2[N:15]=[CH:16][N:17]=[C:18]([NH:19][OH:20])[C:13]=2[CH:12]=[CH:11]1.C1C(=O)N([Cl:29])C(=O)C1. (4) Given the product [CH3:25][C@:12]1([NH:11][C:9](=[O:10])[O:8][CH2:1][C:2]2[CH:7]=[CH:6][CH:5]=[CH:4][CH:3]=2)[CH2:17][CH2:16][CH2:15][NH:14][CH2:13]1, predict the reactants needed to synthesize it. The reactants are: [CH2:1]([O:8][C:9]([NH:11][C@@:12]1([CH3:25])[CH2:17][CH2:16][CH2:15][N:14](C(OC(C)(C)C)=O)[CH2:13]1)=[O:10])[C:2]1[CH:7]=[CH:6][CH:5]=[CH:4][CH:3]=1.Cl. (5) Given the product [CH3:17][C:15]1[CH:14]=[CH:13][C:11]2[N:12]=[C:8]([C:5]3[CH:6]=[CH:7][C:2]([C:22]4[CH:27]=[CH:26][CH:25]=[CH:24][CH:23]=4)=[C:3]([C:18]([F:21])([F:20])[F:19])[CH:4]=3)[S:9][C:10]=2[CH:16]=1, predict the reactants needed to synthesize it. The reactants are: Cl[C:2]1[CH:7]=[CH:6][C:5]([C:8]2[S:9][C:10]3[CH:16]=[C:15]([CH3:17])[CH:14]=[CH:13][C:11]=3[N:12]=2)=[CH:4][C:3]=1[C:18]([F:21])([F:20])[F:19].[C:22]1(B(O)O)[CH:27]=[CH:26][CH:25]=[CH:24][CH:23]=1.[F-].[K+].C1(P(C2C=CC=CC=2C2C=CC=CC=2)C2CCCCC2)CCCCC1.